Dataset: Forward reaction prediction with 1.9M reactions from USPTO patents (1976-2016). Task: Predict the product of the given reaction. (1) Given the reactants [F:1][C:2]1[C:9]([F:10])=[CH:8][C:5]([CH:6]=O)=[C:4]([OH:11])[CH:3]=1.[N:12]1([C:17]2[S:18][CH2:19][C:20](=[O:22])[N:21]=2)[CH2:16][CH2:15][CH2:14][CH2:13]1, predict the reaction product. The product is: [F:1][C:2]1[C:9]([F:10])=[CH:8][C:5](/[CH:6]=[C:19]2/[C:20](=[O:22])[N:21]=[C:17]([N:12]3[CH2:16][CH2:15][CH2:14][CH2:13]3)[S:18]/2)=[C:4]([OH:11])[CH:3]=1. (2) The product is: [CH3:11][O:12][C:13]1[CH:14]=[C:15]2[C:20](=[CH:21][C:22]=1[O:23][CH3:24])[N:19]=[CH:18][N:17]=[C:16]2[NH:25][C:26]1[S:27][C:28]2[CH:34]=[C:33]([NH:35][C:9]([NH:8][C:4]3[CH:5]=[CH:6][CH:7]=[C:2]([F:1])[CH:3]=3)=[O:10])[CH:32]=[CH:31][C:29]=2[N:30]=1. Given the reactants [F:1][C:2]1[CH:3]=[C:4]([N:8]=[C:9]=[O:10])[CH:5]=[CH:6][CH:7]=1.[CH3:11][O:12][C:13]1[CH:14]=[C:15]2[C:20](=[CH:21][C:22]=1[O:23][CH3:24])[N:19]=[CH:18][N:17]=[C:16]2[NH:25][C:26]1[S:27][C:28]2[CH:34]=[C:33]([NH2:35])[CH:32]=[CH:31][C:29]=2[N:30]=1, predict the reaction product. (3) Given the reactants [Cl:1][CH:2]([CH3:15])[C:3]([C:5]1[CH:14]=[CH:13][C:8]2[NH:9][C:10](=[O:12])[O:11][C:7]=2[CH:6]=1)=[O:4].[CH2:16](Br)[C:17]1[CH:22]=[CH:21][CH:20]=[CH:19][CH:18]=1.C(=O)([O-])[O-].[K+].[K+], predict the reaction product. The product is: [CH2:16]([N:9]1[C:8]2[CH:13]=[CH:14][C:5]([C:3](=[O:4])[CH:2]([Cl:1])[CH3:15])=[CH:6][C:7]=2[O:11][C:10]1=[O:12])[C:17]1[CH:22]=[CH:21][CH:20]=[CH:19][CH:18]=1. (4) Given the reactants [C:1]([O:5][C:6]([NH:8][CH2:9][C:10]1[CH:11]=[C:12]([CH2:17][C:18]([O:20][CH3:21])=[O:19])[CH:13]=[CH:14][C:15]=1[OH:16])=[O:7])([CH3:4])([CH3:3])[CH3:2].C([O-])([O-])=O.[K+].[K+].F[C:29]1[CH:34]=[CH:33][C:32]([N+:35]([O-:37])=[O:36])=[CH:31][CH:30]=1, predict the reaction product. The product is: [C:1]([O:5][C:6]([NH:8][CH2:9][C:10]1[CH:11]=[C:12]([CH2:17][C:18]([O:20][CH3:21])=[O:19])[CH:13]=[CH:14][C:15]=1[O:16][C:29]1[CH:34]=[CH:33][C:32]([N+:35]([O-:37])=[O:36])=[CH:31][CH:30]=1)=[O:7])([CH3:4])([CH3:3])[CH3:2]. (5) Given the reactants Cl[C:2]1[N:7]=[C:6]([O:8][CH3:9])[C:5]([O:10][CH3:11])=[CH:4][N:3]=1.[F:12][C:13]1[CH:18]=[CH:17][C:16](B(O)O)=[CH:15][CH:14]=1.C([O-])([O-])=O.[Na+].[Na+], predict the reaction product. The product is: [F:12][C:13]1[CH:18]=[CH:17][C:16]([C:2]2[N:7]=[C:6]([O:8][CH3:9])[C:5]([O:10][CH3:11])=[CH:4][N:3]=2)=[CH:15][CH:14]=1. (6) Given the reactants [CH:1](NC(C)C)(C)C.[Cl:8][C:9]1[CH:16]=[C:15]([N:17]2[C:21](=[O:22])[CH2:20][C@H:19]([OH:23])[C@@H:18]2[CH2:24][CH3:25])[CH:14]=[CH:13][C:10]=1[C:11]#[N:12].IC.C(O)(=O)C, predict the reaction product. The product is: [Cl:8][C:9]1[CH:16]=[C:15]([N:17]2[C:21](=[O:22])[C@@H:20]([CH3:1])[C@H:19]([OH:23])[C@@H:18]2[CH2:24][CH3:25])[CH:14]=[CH:13][C:10]=1[C:11]#[N:12].